Dataset: Peptide-MHC class II binding affinity with 134,281 pairs from IEDB. Task: Regression. Given a peptide amino acid sequence and an MHC pseudo amino acid sequence, predict their binding affinity value. This is MHC class II binding data. (1) The MHC is HLA-DPA10103-DPB10201 with pseudo-sequence HLA-DPA10103-DPB10201. The peptide sequence is KEPLKECGGILQAYD. The binding affinity (normalized) is 0.356. (2) The peptide sequence is NDNYTEIKGQLVFIG. The MHC is DRB5_0101 with pseudo-sequence DRB5_0101. The binding affinity (normalized) is 0.596. (3) The peptide sequence is KKLALSLASVAMCRTPF. The MHC is DRB1_1301 with pseudo-sequence DRB1_1301. The binding affinity (normalized) is 0.778. (4) The peptide sequence is SLDISLETVAIDRPA. The MHC is DRB1_1301 with pseudo-sequence DRB1_1301. The binding affinity (normalized) is 0.327. (5) The peptide sequence is ATPEAKYDAYVATLS. The MHC is DRB1_1602 with pseudo-sequence DRB1_1602. The binding affinity (normalized) is 0.367.